This data is from Peptide-MHC class II binding affinity with 134,281 pairs from IEDB. The task is: Regression. Given a peptide amino acid sequence and an MHC pseudo amino acid sequence, predict their binding affinity value. This is MHC class II binding data. (1) The binding affinity (normalized) is 0.837. The peptide sequence is NFRFMSKGGMRNVFDEVIPT. The MHC is HLA-DQA10501-DQB10201 with pseudo-sequence HLA-DQA10501-DQB10201. (2) The peptide sequence is SIFLHLLRIPTHRHI. The MHC is DRB1_0101 with pseudo-sequence DRB1_0101. The binding affinity (normalized) is 0.802. (3) The peptide sequence is AQAVYDFRSIVDYLR. The MHC is DRB1_1001 with pseudo-sequence DRB1_1001. The binding affinity (normalized) is 0.196. (4) The peptide sequence is MYLGTCKTLTPLMSS. The MHC is HLA-DPA10301-DPB10402 with pseudo-sequence HLA-DPA10301-DPB10402. The binding affinity (normalized) is 0.677. (5) The peptide sequence is EPTAAPAEPEAPAPE. The MHC is DRB5_0101 with pseudo-sequence DRB5_0101. The binding affinity (normalized) is 0.0366. (6) The peptide sequence is VQLIAAVPGKNVVNV. The MHC is HLA-DQA10601-DQB10402 with pseudo-sequence HLA-DQA10601-DQB10402. The binding affinity (normalized) is 0.227. (7) The binding affinity (normalized) is 0. The peptide sequence is ERFAVNPGLLETSEGCR. The MHC is HLA-DQA10102-DQB10602 with pseudo-sequence HLA-DQA10102-DQB10602. (8) The binding affinity (normalized) is 0.399. The peptide sequence is TLWQRPFVTIKIGGQLKEAL. The MHC is DRB1_1101 with pseudo-sequence DRB1_1101. (9) The peptide sequence is YLEDARRLKAIYEKKK. The MHC is HLA-DPA10201-DPB11401 with pseudo-sequence HLA-DPA10201-DPB11401. The binding affinity (normalized) is 0.0627. (10) The binding affinity (normalized) is 0. The peptide sequence is AAESSSKAALTSKLD. The MHC is DRB1_0301 with pseudo-sequence DRB1_0301.